This data is from Peptide-MHC class I binding affinity with 185,985 pairs from IEDB/IMGT. The task is: Regression. Given a peptide amino acid sequence and an MHC pseudo amino acid sequence, predict their binding affinity value. This is MHC class I binding data. (1) The peptide sequence is HKELAITAL. The MHC is HLA-A02:11 with pseudo-sequence HLA-A02:11. The binding affinity (normalized) is 0.0847. (2) The peptide sequence is RSWAHDSL. The binding affinity (normalized) is 0.0387. The MHC is HLA-B44:02 with pseudo-sequence HLA-B44:02. (3) The peptide sequence is YLRQRQAAL. The MHC is HLA-B51:01 with pseudo-sequence HLA-B51:01. The binding affinity (normalized) is 0.0847. (4) The MHC is HLA-B15:09 with pseudo-sequence HLA-B15:09. The peptide sequence is EEMATKADY. The binding affinity (normalized) is 0.0847. (5) The peptide sequence is AWQGDTGIT. The MHC is HLA-A30:02 with pseudo-sequence HLA-A30:02. The binding affinity (normalized) is 0.574. (6) The peptide sequence is HFQKDAKVL. The MHC is HLA-B46:01 with pseudo-sequence HLA-B46:01. The binding affinity (normalized) is 0.0847. (7) The peptide sequence is TINAWIKVV. The MHC is HLA-A02:06 with pseudo-sequence HLA-A02:06. The binding affinity (normalized) is 0.128. (8) The peptide sequence is QAIEPSGNNY. The MHC is HLA-A33:01 with pseudo-sequence HLA-A33:01. The binding affinity (normalized) is 0.